From a dataset of Peptide-MHC class II binding affinity with 134,281 pairs from IEDB. Regression. Given a peptide amino acid sequence and an MHC pseudo amino acid sequence, predict their binding affinity value. This is MHC class II binding data. The peptide sequence is TKPSLFKVRNGGEIG. The MHC is DRB3_0301 with pseudo-sequence DRB3_0301. The binding affinity (normalized) is 0.577.